From a dataset of Peptide-MHC class I binding affinity with 185,985 pairs from IEDB/IMGT. Regression. Given a peptide amino acid sequence and an MHC pseudo amino acid sequence, predict their binding affinity value. This is MHC class I binding data. (1) The peptide sequence is RQDPTAFEF. The MHC is Mamu-B3901 with pseudo-sequence Mamu-B3901. The binding affinity (normalized) is 0.223. (2) The peptide sequence is GEETIEERF. The MHC is HLA-B40:01 with pseudo-sequence HLA-B40:01. The binding affinity (normalized) is 0.547.